From a dataset of Forward reaction prediction with 1.9M reactions from USPTO patents (1976-2016). Predict the product of the given reaction. Given the reactants [Cl:1][C:2]1[CH:3]=[CH:4][C:5]2[S:9][C:8](SC)=[N:7][C:6]=2[CH:12]=1.O.[NH2:14][NH2:15], predict the reaction product. The product is: [Cl:1][C:2]1[CH:3]=[CH:4][C:5]2[S:9][C:8]([NH:14][NH2:15])=[N:7][C:6]=2[CH:12]=1.